Dataset: Catalyst prediction with 721,799 reactions and 888 catalyst types from USPTO. Task: Predict which catalyst facilitates the given reaction. (1) Reactant: C([Li])CCC.[CH3:6][N:7]([CH3:30])[S:8]([N:11]1[C:15]2[CH:16]=[N:17][N:18]([CH2:21][O:22][CH2:23][C:24]3[CH:29]=[CH:28][CH:27]=[CH:26][CH:25]=3)[C:19](=[O:20])[C:14]=2[N:13]=[CH:12]1)(=[O:10])=[O:9].[Cl:31]C(Cl)(Cl)C(Cl)(Cl)Cl.[Cl-].[NH4+]. Product: [CH3:6][N:7]([CH3:30])[S:8]([N:11]1[C:15]2[CH:16]=[N:17][N:18]([CH2:21][O:22][CH2:23][C:24]3[CH:29]=[CH:28][CH:27]=[CH:26][CH:25]=3)[C:19](=[O:20])[C:14]=2[N:13]=[C:12]1[Cl:31])(=[O:10])=[O:9]. The catalyst class is: 7. (2) Reactant: [Cl:1][C:2]1[CH:3]=[C:4]([CH:7]=[CH:8][C:9]=1[OH:10])[C:5]#[N:6].C1(P(C2C=CC=CC=2)C2C=CC=CC=2)C=CC=CC=1.C1C=C[C:46]([CH2:45][O:44]C(/N=N/C([O:44][CH2:45][C:46]2[CH:51]=[CH:50]C=CC=2)=O)=O)=[CH:51][CH:50]=1.O[C@H]1CCOC1.C(O)(C(F)(F)F)=O.[OH-].[Na+]. Product: [Cl:1][C:2]1[CH:3]=[C:4]([CH:7]=[CH:8][C:9]=1[O:10][C@H:51]1[CH2:46][CH2:45][O:44][CH2:50]1)[C:5]#[N:6]. The catalyst class is: 116. (3) Reactant: [C:1]([O:5][C:6](=[O:26])[NH:7][CH2:8][CH:9]1[CH2:14][CH2:13][N:12]([C:15]2[C:20]([NH2:21])=[CH:19][C:18]([S:22]([CH3:25])(=[O:24])=[O:23])=[CH:17][N:16]=2)[CH2:11][CH2:10]1)([CH3:4])([CH3:3])[CH3:2].C(N(CC)C(C)C)(C)C.[Cl:36][C:37]1[CH:38]=[C:39]([CH:43]=[CH:44][CH:45]=1)[C:40](Cl)=[O:41]. Product: [C:1]([O:5][C:6](=[O:26])[NH:7][CH2:8][CH:9]1[CH2:10][CH2:11][N:12]([C:15]2[C:20]([NH:21][C:40](=[O:41])[C:39]3[CH:43]=[CH:44][CH:45]=[C:37]([Cl:36])[CH:38]=3)=[CH:19][C:18]([S:22]([CH3:25])(=[O:24])=[O:23])=[CH:17][N:16]=2)[CH2:13][CH2:14]1)([CH3:4])([CH3:3])[CH3:2]. The catalyst class is: 124. (4) Reactant: [Br:1][C:2]1[CH:3]=[C:4]2[C:9](=[CH:10][CH:11]=1)[C:8](=[O:12])[NH:7][C:6](=[O:13])[C:5]2=[CH:14]OC.[NH2:17][C:18]1[CH:19]=[C:20]2[C:25](=[CH:26][CH:27]=1)[N:24]=[CH:23][CH:22]=[CH:21]2. Product: [Br:1][C:2]1[CH:3]=[C:4]2[C:9](=[CH:10][CH:11]=1)[C:8](=[O:12])[NH:7][C:6](=[O:13])/[C:5]/2=[CH:14]\[NH:17][C:18]1[CH:19]=[C:20]2[C:25](=[CH:26][CH:27]=1)[N:24]=[CH:23][CH:22]=[CH:21]2. The catalyst class is: 9. (5) Reactant: C[O:2][CH:3]=[C:4]1[CH2:9][CH2:8][CH:7]([C:10]([O:12][CH3:13])=[O:11])[CH2:6][CH2:5]1.CCCCCC. Product: [CH:3]([CH:4]1[CH2:5][CH2:6][CH:7]([C:10]([O:12][CH3:13])=[O:11])[CH2:8][CH2:9]1)=[O:2]. The catalyst class is: 295. (6) Reactant: Cl.Cl.[NH2:3][CH2:4][C:5](=[O:11])[CH2:6][CH2:7][C:8]([OH:10])=[O:9].N.[N+:13]([O-:16])([OH:15])=[O:14]. Product: [N+:13]([O-:16])([OH:15])=[O:14].[NH2:3][CH2:4][C:5](=[O:11])[CH2:6][CH2:7][C:8]([OH:10])=[O:9]. The catalyst class is: 6. (7) Reactant: [CH2:1]([N:8]1[CH2:13][CH2:12][N:11]([C:14]([O:16][C:17]([CH3:20])([CH3:19])[CH3:18])=[O:15])[C@H:10]([CH2:21][CH2:22][OH:23])[CH2:9]1)[C:2]1[CH:7]=[CH:6][CH:5]=[CH:4][CH:3]=1.[H-].[Na+].Br[CH2:27][CH:28]1[CH2:30][CH2:29]1. Product: [CH2:1]([N:8]1[CH2:13][CH2:12][N:11]([C:14]([O:16][C:17]([CH3:18])([CH3:19])[CH3:20])=[O:15])[C@H:10]([CH2:21][CH2:22][O:23][CH2:27][CH:28]2[CH2:30][CH2:29]2)[CH2:9]1)[C:2]1[CH:7]=[CH:6][CH:5]=[CH:4][CH:3]=1. The catalyst class is: 3.